This data is from Forward reaction prediction with 1.9M reactions from USPTO patents (1976-2016). The task is: Predict the product of the given reaction. (1) Given the reactants Cl.[NH:2]1[CH:6]=[C:5]([CH2:7][C:8]([OH:10])=[O:9])[N:4]=[CH:3]1.S(=O)(=O)(O)O.[CH3:16]O, predict the reaction product. The product is: [CH3:16][O:9][C:8](=[O:10])[CH2:7][C:5]1[N:4]=[CH:3][NH:2][CH:6]=1. (2) Given the reactants [O:1]1[C:5]2[CH:6]=[CH:7][CH:8]=[CH:9][C:4]=2[N:3]=[C:2]1[CH:10]=O.[CH3:12][O:13][C:14]1[CH:15]=[C:16]([CH:18]=[CH:19][CH:20]=1)[NH2:17], predict the reaction product. The product is: [O:1]1[C:5]2[CH:6]=[CH:7][CH:8]=[CH:9][C:4]=2[N:3]=[C:2]1[CH:10]=[N:17][C:16]1[CH:18]=[CH:19][CH:20]=[C:14]([O:13][CH3:12])[CH:15]=1. (3) Given the reactants [CH3:1][CH:2]1[CH2:7][CH2:6][CH2:5][CH2:4][C:3]1=[O:8].I[CH2:10][CH:11]([CH3:13])[CH3:12].CC1(C)CCCCC1=O, predict the reaction product. The product is: [CH2:10]([C:2]1([CH3:1])[CH2:7][CH2:6][CH2:5][CH2:4][C:3]1=[O:8])[CH:11]([CH3:13])[CH3:12].